This data is from Forward reaction prediction with 1.9M reactions from USPTO patents (1976-2016). The task is: Predict the product of the given reaction. (1) Given the reactants [O:1]=[CH:2][C@@H:3]([C@H:5]([C@@H:7]([C@@H:9]([CH2:11][OH:12])[OH:10])[OH:8])[OH:6])[OH:4].[C@@H:13]12[C:22](=[O:23])[O:21][C:19](=[O:20])[C@@H:14]1[CH2:15][CH2:16][CH2:17][CH2:18]2, predict the reaction product. The product is: [C:22]([CH:13]1[CH2:18][CH2:17][CH2:16][CH2:15][CH:14]1[C:19]([OH:1])=[O:20])([OH:21])=[O:23].[O:1]=[CH:2][C@@H:3]([C@H:5]([C@@H:7]([C@@H:9]([CH2:11][OH:12])[OH:10])[OH:8])[OH:6])[OH:4].[O:1]=[CH:2][C@@H:3]([C@H:5]([C@@H:7]([C@@H:9]([CH2:11][OH:12])[OH:10])[OH:8])[OH:6])[OH:4].[O:1]=[CH:2][C@@H:3]([C@H:5]([C@@H:7]([C@@H:9]([CH2:11][OH:12])[OH:10])[OH:8])[OH:6])[OH:4].[O:1]=[CH:2][C@@H:3]([C@H:5]([C@@H:7]([C@@H:9]([CH2:11][OH:12])[OH:10])[OH:8])[OH:6])[OH:4].[O:1]=[CH:2][C@@H:3]([C@H:5]([C@@H:7]([C@@H:9]([CH2:11][OH:12])[OH:10])[OH:8])[OH:6])[OH:4]. (2) The product is: [N+:20]([C:21]1[CH:30]=[C:29]2[C:25]([CH2:26][CH2:27][CH2:28]2)=[CH:24][C:22]=1[NH:23][C:10](=[O:11])[CH3:12])([O-:31])=[O:33]. Given the reactants OO.C(O[C:10]([C:12](F)(F)F)=[O:11])(C(F)(F)F)=O.C(C1N=[N+:20]([O-:31])[C:21]2[CH:30]=[C:29]3[C:25]([CH2:26][CH2:27][CH2:28]3)=[CH:24][C:22]=2[N:23]=1)C.C(O)(C(F)(F)F)=[O:33].N, predict the reaction product.